Dataset: Forward reaction prediction with 1.9M reactions from USPTO patents (1976-2016). Task: Predict the product of the given reaction. (1) Given the reactants Cl.[NH2:2][CH2:3][CH:4]([C:7]1[C:16]2[C:11](=[CH:12][CH:13]=[C:14]([O:17][CH3:18])[CH:15]=2)[CH:10]=[CH:9][CH:8]=1)[CH2:5][OH:6].C(N(CC)CC)C.[CH2:26]([N:28]=[C:29]=[O:30])[CH3:27], predict the reaction product. The product is: [CH2:26]([NH:28][C:29]([NH:2][CH2:3][CH:4]([C:7]1[C:16]2[C:11](=[CH:12][CH:13]=[C:14]([O:17][CH3:18])[CH:15]=2)[CH:10]=[CH:9][CH:8]=1)[CH2:5][OH:6])=[O:30])[CH3:27]. (2) Given the reactants [CH3:1][O:2][C:3]1[CH:12]=[C:11]2[C:6]([C:7]([O:13][C:14]3[CH:19]=[CH:18][C:17]([NH:20][C:21]([C:23]4[C:24](=[O:44])[N:25]([C:38]5[CH:43]=[CH:42][CH:41]=[CH:40][CH:39]=5)[N:26]([CH2:29][C@@H:30]([O:32][C:33](=[O:37])[C@@H:34]([NH2:36])[CH3:35])[CH3:31])[C:27]=4[CH3:28])=[O:22])=[CH:16][C:15]=3[F:45])=[CH:8][CH:9]=[N:10]2)=[CH:5][CH:4]=1.[C:46]([OH:54])(=[O:53])[C:47]1[CH:52]=[CH:51][CH:50]=[CH:49][CH:48]=1, predict the reaction product. The product is: [C:46]([OH:54])(=[O:53])[C:47]1[CH:52]=[CH:51][CH:50]=[CH:49][CH:48]=1.[F:45][C:15]1[CH:16]=[C:17]([NH:20][C:21]([C:23]2[C:24](=[O:44])[N:25]([C:38]3[CH:39]=[CH:40][CH:41]=[CH:42][CH:43]=3)[N:26]([CH2:29][C@@H:30]([O:32][C:33](=[O:37])[C@@H:34]([NH2:36])[CH3:35])[CH3:31])[C:27]=2[CH3:28])=[O:22])[CH:18]=[CH:19][C:14]=1[O:13][C:7]1[C:6]2[C:11](=[CH:12][C:3]([O:2][CH3:1])=[CH:4][CH:5]=2)[N:10]=[CH:9][CH:8]=1. (3) Given the reactants [CH:1]1([NH:4][C:5]2[O:6][C:7]([C:10]3[CH:11]=[C:12]4[C:16](=[CH:17][CH:18]=3)[N:15]([S:19]([C:22]3[CH:28]=[CH:27][C:25]([CH3:26])=[CH:24][CH:23]=3)(=[O:21])=[O:20])[CH:14]=[C:13]4B3OC(C)(C)C(C)(C)O3)=[N:8][N:9]=2)[CH2:3][CH2:2]1.Cl[C:39]1[CH:44]=[N:43][CH:42]=[C:41]([CH:45]2[CH2:47][CH2:46]2)[N:40]=1.C1(P(C2CCCCC2)C2C=CC=CC=2C2C(C(C)C)=CC(C(C)C)=CC=2C(C)C)CCCCC1.P([O-])([O-])([O-])=O.[K+].[K+].[K+], predict the reaction product. The product is: [CH:1]1([NH:4][C:5]2[O:6][C:7]([C:10]3[CH:11]=[C:12]4[C:16](=[CH:17][CH:18]=3)[N:15]([S:19]([C:22]3[CH:23]=[CH:24][C:25]([CH3:26])=[CH:27][CH:28]=3)(=[O:20])=[O:21])[CH:14]=[C:13]4[C:39]3[CH:44]=[N:43][CH:42]=[C:41]([CH:45]4[CH2:47][CH2:46]4)[N:40]=3)=[N:8][N:9]=2)[CH2:3][CH2:2]1.